The task is: Predict the product of the given reaction.. This data is from Forward reaction prediction with 1.9M reactions from USPTO patents (1976-2016). (1) Given the reactants FC(F)(F)S(O[C:7]1[CH:15]=[CH:14][CH:13]=[C:12]2[C:8]=1[C:9](=[O:16])[CH2:10][CH2:11]2)(=O)=O.[Cl:19][C:20]1[CH:25]=[C:24]([Cl:26])[CH:23]=[CH:22][C:21]=1B(O)O.C(=O)([O-])[O-].[K+].[K+], predict the reaction product. The product is: [Cl:19][C:20]1[CH:25]=[C:24]([Cl:26])[CH:23]=[CH:22][C:21]=1[C:7]1[CH:15]=[CH:14][CH:13]=[C:12]2[C:8]=1[C:9](=[O:16])[CH2:10][CH2:11]2. (2) Given the reactants Cl.Cl.[NH2:3][CH2:4][CH2:5][N:6]1[C:14]2[C:13]([NH:15][C:16]3[CH:21]=[CH:20][C:19]([O:22][C:23]4[CH:28]=[CH:27][CH:26]=[C:25]([O:29][CH2:30][CH:31]5[CH2:33][CH2:32]5)[CH:24]=4)=[C:18]([Cl:34])[CH:17]=3)=[N:12][CH:11]=[N:10][C:9]=2[CH:8]=[CH:7]1.[CH3:35][S:36]([CH2:39][C:40](O)=[O:41])(=[O:38])=[O:37].ON1C2C=CC=CC=2N=N1.Cl.C(N=C=NCCCN(C)C)C, predict the reaction product. The product is: [ClH:34].[Cl:34][C:18]1[CH:17]=[C:16]([NH:15][C:13]2[C:14]3[N:6]([CH2:5][CH2:4][NH:3][C:40](=[O:41])[CH2:39][S:36]([CH3:35])(=[O:38])=[O:37])[CH:7]=[CH:8][C:9]=3[N:10]=[CH:11][N:12]=2)[CH:21]=[CH:20][C:19]=1[O:22][C:23]1[CH:28]=[CH:27][CH:26]=[C:25]([O:29][CH2:30][CH:31]2[CH2:33][CH2:32]2)[CH:24]=1. (3) Given the reactants [CH2:1]1[CH2:10][O:9][C:8]2[CH:7]=[CH:6][C:5]([NH:11][C:12]3[N:17]=[C:16]([NH:18][C:19]4[CH:24]=[CH:23][C:22]5[O:25][CH2:26][CH2:27][O:28][C:21]=5[CH:20]=4)[C:15](C4C=CC=CC=4)=[CH:14][N:13]=3)=[CH:4][C:3]=2[O:2]1.[C:35]1(B(O)O)[CH:40]=[CH:39][CH:38]=[CH:37][CH:36]=1, predict the reaction product. The product is: [CH2:1]1[CH2:10][O:9][C:8]2[CH:7]=[CH:6][C:5]([NH:11][C:12]3[N:17]=[C:16]([NH:18][C:19]4[CH:24]=[CH:23][C:22]5[O:25][CH2:26][CH2:27][O:28][C:21]=5[CH:20]=4)[CH:15]=[C:14]([C:35]4[CH:40]=[CH:39][CH:38]=[CH:37][CH:36]=4)[N:13]=3)=[CH:4][C:3]=2[O:2]1. (4) The product is: [CH:1]1[CH:13]=[CH:5][C:4]([C:48]([Cl:50])([C:53]2[C:52]([Cl:51])=[CH:57][CH:56]=[CH:55][CH:54]=2)[C:66]2[CH:65]=[CH:67][CH:75]=[CH:73][CH:74]=2)=[CH:3][CH:2]=1. Given the reactants [CH:1]1[C:13]2C(COC(NC[C@H](NC(=O)CCCCCCCCCCCCCCC(OC(C)(C)C)=O)C(O)=O)=O)[C:13]3[C:1](=[CH:2][CH:3]=[CH:4][CH:5]=3)[C:5]=2[CH:4]=[CH:3][CH:2]=1.[CH2:48]([Cl:50])Cl.[Cl:51][C:52]1[CH:57]=[CH:56][C:55](C)=[CH:54][CH:53]=1.C(N([CH:65]([CH3:67])[CH3:66])C(C)C)C.CO.CCN(C(C)C)[CH:73]([CH3:75])[CH3:74], predict the reaction product. (5) Given the reactants [C:1]([N:8]1[CH2:13][CH2:12][NH:11][CH2:10][CH2:9]1)(OC(C)(C)C)=O.CS(OC[CH2:20][C:21]1[CH:26]=[CH:25][C:24]([Br:27])=[CH:23][CH:22]=1)(=O)=O.C(=O)([O-])[O-].[Cs+].[Cs+], predict the reaction product. The product is: [Br:27][C:24]1[CH:25]=[CH:26][C:21]([CH2:20][CH2:1][N:8]2[CH2:9][CH2:10][NH:11][CH2:12][CH2:13]2)=[CH:22][CH:23]=1. (6) Given the reactants [C:1]1([OH:11])[C:10]2[C:5](=[CH:6][CH:7]=[CH:8][CH:9]=2)[CH:4]=[CH:3][CH:2]=1.O.[C:13]1(C)[CH:18]=[CH:17][C:16](S(O)(=O)=O)=[CH:15][CH:14]=1.C1CCC=CC=1, predict the reaction product. The product is: [CH:9]1[C:10]2[C:1]3[O:11][C:14]4[CH2:15][CH2:16][CH2:17][CH2:18][C:13]=4[C:2]=3[CH:3]=[CH:4][C:5]=2[CH:6]=[CH:7][CH:8]=1. (7) Given the reactants [CH3:1][O:2][C:3]1[CH:4]=[C:5]2[C:9](=[CH:10][CH:11]=1)[N:8]([CH3:12])[CH:7]=[C:6]2[C:13]1[N:23]([CH2:24][O:25][CH2:26][CH2:27][Si:28]([CH3:31])([CH3:30])[CH3:29])[C:16]2=[N:17][CH:18]=[C:19]([CH2:21]O)[N:20]=[C:15]2[CH:14]=1.O=S(Cl)Cl.[N-:36]=[N+:37]=[N-:38].[Na+].CN(C=O)C, predict the reaction product. The product is: [N:36]([CH2:21][C:19]1[N:20]=[C:15]2[CH:14]=[C:13]([C:6]3[C:5]4[C:9](=[CH:10][CH:11]=[C:3]([O:2][CH3:1])[CH:4]=4)[N:8]([CH3:12])[CH:7]=3)[N:23]([CH2:24][O:25][CH2:26][CH2:27][Si:28]([CH3:29])([CH3:31])[CH3:30])[C:16]2=[N:17][CH:18]=1)=[N+:37]=[N-:38]. (8) Given the reactants [C:1]([O:5][C:6]([N:8]1[CH2:13][CH:12]2[CH2:14][CH:9]1[CH2:10][N:11]2[C:15]1[C:24]2[C:19](=[CH:20][CH:21]=[CH:22][CH:23]=2)[N:18]=[C:17]([C:25]2[CH:30]=[CH:29][N:28]=[C:27](Cl)[CH:26]=2)[CH:16]=1)=[O:7])([CH3:4])([CH3:3])[CH3:2].[CH3:32][C@H:33]([NH2:40])[C:34]1[CH:39]=[CH:38][CH:37]=[CH:36][CH:35]=1.C1C=CC(P(C2C(C3C(P(C4C=CC=CC=4)C4C=CC=CC=4)=CC=C4C=3C=CC=C4)=C3C(C=CC=C3)=CC=2)C2C=CC=CC=2)=CC=1.CC([O-])(C)C.[Na+], predict the reaction product. The product is: [C:1]([O:5][C:6]([N:8]1[CH2:13][CH:12]2[CH2:14][CH:9]1[CH2:10][N:11]2[C:15]1[C:24]2[C:19](=[CH:20][CH:21]=[CH:22][CH:23]=2)[N:18]=[C:17]([C:25]2[CH:30]=[CH:29][N:28]=[C:27]([NH:40][CH:33]([C:34]3[CH:39]=[CH:38][CH:37]=[CH:36][CH:35]=3)[CH3:32])[CH:26]=2)[CH:16]=1)=[O:7])([CH3:4])([CH3:3])[CH3:2].